This data is from Forward reaction prediction with 1.9M reactions from USPTO patents (1976-2016). The task is: Predict the product of the given reaction. Given the reactants [Cl:1][C:2]1[C:34]([CH3:35])=[CH:33][C:5]([O:6][CH2:7][CH2:8][CH2:9][C:10]2[C:18]3[C:13](=[C:14](B4OC(C)(C)C(C)(C)O4)[CH:15]=[CH:16][CH:17]=3)[NH:12][C:11]=2[C:28]([O:30][CH2:31][CH3:32])=[O:29])=[CH:4][C:3]=1[CH3:36].Br[C:38]1[C:43]([C:44]([F:47])([F:46])[F:45])=[CH:42][CH:41]=[CH:40][N:39]=1, predict the reaction product. The product is: [Cl:1][C:2]1[C:34]([CH3:35])=[CH:33][C:5]([O:6][CH2:7][CH2:8][CH2:9][C:10]2[C:18]3[C:13](=[C:14]([C:38]4[C:43]([C:44]([F:47])([F:46])[F:45])=[CH:42][CH:41]=[CH:40][N:39]=4)[CH:15]=[CH:16][CH:17]=3)[NH:12][C:11]=2[C:28]([O:30][CH2:31][CH3:32])=[O:29])=[CH:4][C:3]=1[CH3:36].